Dataset: Full USPTO retrosynthesis dataset with 1.9M reactions from patents (1976-2016). Task: Predict the reactants needed to synthesize the given product. (1) Given the product [C:1]([C:3]#[C:4][C:5]1[CH:13]=[CH:12][C:8]([C:9]([Cl:15])=[O:10])=[CH:7][CH:6]=1)#[N:2], predict the reactants needed to synthesize it. The reactants are: [C:1]([C:3]#[C:4][C:5]1[CH:13]=[CH:12][C:8]([C:9](O)=[O:10])=[CH:7][CH:6]=1)#[N:2].C(Cl)[Cl:15]. (2) Given the product [OH:9][CH2:8][C@@H:3]1[C@H:2]([CH3:1])[O:6][C:5](=[O:7])[NH:4]1, predict the reactants needed to synthesize it. The reactants are: [CH3:1][C@@H:2]1[O:6][C:5](=[O:7])[NH:4][C@@H:3]1[C:8](OC)=[O:9].[BH4-].[Na+].[NH4+].[Cl-].